From a dataset of Forward reaction prediction with 1.9M reactions from USPTO patents (1976-2016). Predict the product of the given reaction. (1) Given the reactants [CH2:1]([N:3]([CH2:26][CH3:27])[C:4]([C:6]1[CH:7]=[CH:8][C:9]2[C:10](=[C:20]3[CH2:25][CH2:24][NH:23][CH2:22][CH2:21]3)[C:11]3[C:16]([O:17][C:18]=2[CH:19]=1)=[CH:15][CH:14]=[CH:13][CH:12]=3)=[O:5])[CH3:2].C(O)C.C[Si](I)(C)C, predict the reaction product. The product is: [CH2:26]([N:3]([CH2:1][CH3:2])[C:4]([C:6]1[CH:7]=[CH:8][C:9]2[CH:10]([CH:20]3[CH2:25][CH2:24][NH:23][CH2:22][CH2:21]3)[C:11]3[C:16]([O:17][C:18]=2[CH:19]=1)=[CH:15][CH:14]=[CH:13][CH:12]=3)=[O:5])[CH3:27]. (2) The product is: [Br:2][C@@H:13]([C:9]1[CH:10]=[CH:11][CH:12]=[C:7]([F:6])[CH:8]=1)[C@@H:15]1[O:20][CH2:19][CH2:18][N:17]([CH2:21][C:22]2[CH:27]=[CH:26][CH:25]=[CH:24][CH:23]=2)[CH2:16]1.[Br:2][C@H:35]([C:31]1[CH:32]=[CH:33][CH:34]=[C:29]([F:28])[CH:30]=1)[C@H:37]1[O:42][CH2:41][CH2:40][N:39]([CH2:43][C:44]2[CH:49]=[CH:48][CH:47]=[CH:46][CH:45]=2)[CH2:38]1. Given the reactants C(Br)(Br)(Br)[Br:2].[F:6][C:7]1[CH:8]=[C:9]([C@H:13]([C@@H:15]2[O:20][CH2:19][CH2:18][N:17]([CH2:21][C:22]3[CH:27]=[CH:26][CH:25]=[CH:24][CH:23]=3)[CH2:16]2)O)[CH:10]=[CH:11][CH:12]=1.[F:28][C:29]1[CH:30]=[C:31]([C@@H:35]([C@H:37]2[O:42][CH2:41][CH2:40][N:39]([CH2:43][C:44]3[CH:49]=[CH:48][CH:47]=[CH:46][CH:45]=3)[CH2:38]2)O)[CH:32]=[CH:33][CH:34]=1.C1(P(C2C=CC=CC=2)C2C=CC=CC=2)C=CC=CC=1, predict the reaction product. (3) Given the reactants C(N(CC)CC)C.[I:8][C:9]1[CH:17]=[CH:16][CH:15]=[CH:14][C:10]=1[C:11](Cl)=[O:12].[CH2:18]([NH:22][C:23]1[CH:28]=[CH:27][C:26]([C:29]([OH:38])([C:34]([F:37])([F:36])[F:35])[C:30]([F:33])([F:32])[F:31])=[C:25]([O:39][CH3:40])[C:24]=1[O:41][CH3:42])[CH2:19][CH2:20][CH3:21], predict the reaction product. The product is: [CH2:18]([N:22]([C:23]1[CH:28]=[CH:27][C:26]([C:29]([OH:38])([C:30]([F:33])([F:31])[F:32])[C:34]([F:35])([F:37])[F:36])=[C:25]([O:39][CH3:40])[C:24]=1[O:41][CH3:42])[C:11](=[O:12])[C:10]1[CH:14]=[CH:15][CH:16]=[CH:17][C:9]=1[I:8])[CH2:19][CH2:20][CH3:21].